Dataset: Catalyst prediction with 721,799 reactions and 888 catalyst types from USPTO. Task: Predict which catalyst facilitates the given reaction. (1) Reactant: [Cl:1][C:2]1[C:7]([C:8]2[CH:13]=[CH:12][CH:11]=[C:10]([F:14])[CH:9]=2)=[C:6](Cl)[N:5]2[N:16]=[C:17]([CH3:19])[N:18]=[C:4]2[N:3]=1.[NH4+].[Cl-].O.C1COCC1. Product: [Cl:1][C:2]1[C:7]([C:8]2[CH:13]=[CH:12][CH:11]=[C:10]([F:14])[CH:9]=2)=[CH:6][N:5]2[N:16]=[C:17]([CH3:19])[N:18]=[C:4]2[N:3]=1. The catalyst class is: 490. (2) Reactant: O1CC1CO[C:5]1[CH:14]=[C:13]2[C:8]([C:9](OC3C=C4C(=CC=3)NC(C)=C4)=[N:10][CH:11]=[N:12]2)=[CH:7][C:6]=1OC.C(NCC)C. Product: [N:12]1[C:13]2[C:8](=[CH:7][CH:6]=[CH:5][CH:14]=2)[CH:9]=[N:10][CH:11]=1. The catalyst class is: 3. (3) Reactant: Br[C:2]1[CH:7]=[CH:6][N:5]2[C:8](=[O:15])[N:9]([CH2:11][CH:12]([CH3:14])[CH3:13])[N:10]=[C:4]2[C:3]=1I.[CH2:17]([O:19][C:20]1[CH:25]=[CH:24][C:23](B(O)O)=[CH:22][CH:21]=1)[CH3:18].C([O-])([O-])=O.[K+].[K+].O1[CH2:40][CH2:39][O:38][CH2:37][CH2:36]1. Product: [CH2:17]([O:19][C:20]1[CH:25]=[CH:24][C:23]([C:2]2[CH:7]=[CH:6][N:5]3[C:8](=[O:15])[N:9]([CH2:11][CH:12]([CH3:14])[CH3:13])[N:10]=[C:4]3[C:3]=2[C:2]2[CH:3]=[CH:4][C:37]([O:38][CH2:39][CH3:40])=[CH:36][CH:7]=2)=[CH:22][CH:21]=1)[CH3:18]. The catalyst class is: 257.